This data is from Forward reaction prediction with 1.9M reactions from USPTO patents (1976-2016). The task is: Predict the product of the given reaction. The product is: [C:11]([O:15][C:16]([N:18]1[CH2:23][CH2:22][C:21]([NH:25][S:7]([C:1]2[CH:6]=[CH:5][CH:4]=[CH:3][CH:2]=2)(=[O:9])=[O:8])([CH3:24])[CH2:20][CH2:19]1)=[O:17])([CH3:14])([CH3:12])[CH3:13]. Given the reactants [C:1]1([S:7](Cl)(=[O:9])=[O:8])[CH:6]=[CH:5][CH:4]=[CH:3][CH:2]=1.[C:11]([O:15][C:16]([N:18]1[CH2:23][CH2:22][C:21]([NH2:25])([CH3:24])[CH2:20][CH2:19]1)=[O:17])([CH3:14])([CH3:13])[CH3:12].CCN(C(C)C)C(C)C, predict the reaction product.